Dataset: Full USPTO retrosynthesis dataset with 1.9M reactions from patents (1976-2016). Task: Predict the reactants needed to synthesize the given product. Given the product [F:9][C:8]([F:11])([F:10])[C:5]1[CH:6]=[CH:7][C:2]([O:12][C:13]2[CH:14]=[C:15]([CH:18]=[CH:19][CH:20]=2)[CH:16]=[O:17])=[CH:3][CH:4]=1, predict the reactants needed to synthesize it. The reactants are: Cl[C:2]1[CH:7]=[CH:6][C:5]([C:8]([F:11])([F:10])[F:9])=[CH:4][CH:3]=1.[OH:12][C:13]1[CH:14]=[C:15]([CH:18]=[CH:19][CH:20]=1)[CH:16]=[O:17].CC(C)(C)[O-].[K+].CN(C=O)C.